Dataset: Reaction yield outcomes from USPTO patents with 853,638 reactions. Task: Predict the reaction yield, written as a fraction of the theoretical maximum amount of product (1.0 means a 100% yield; for example, 0.34 means a 34% yield). (1) The reactants are [CH2:1]([N:8]1[C:17](=[O:18])[CH:16]2[CH2:19][O:20][CH2:21][CH2:22][N:15]2[C:14]2[N:13]=[C:12](Cl)[N:11]=[CH:10][C:9]1=2)[C:2]1[CH:7]=[CH:6][CH:5]=[CH:4][CH:3]=1.CC1(C)C(C)(C)OB([C:32]2[CH:40]=[CH:39][CH:38]=[C:37]3[C:33]=2[CH:34]=[CH:35][NH:36]3)O1.C([O-])(O)=O.[Na+]. The catalyst is O1CCOCC1.C(OCC)(=O)C.C1C=CC(P(C2C=CC=CC=2)[C-]2C=CC=C2)=CC=1.C1C=CC(P(C2C=CC=CC=2)[C-]2C=CC=C2)=CC=1.Cl[Pd]Cl.[Fe+2]. The product is [CH2:1]([N:8]1[C:17](=[O:18])[CH:16]2[CH2:19][O:20][CH2:21][CH2:22][N:15]2[C:14]2[N:13]=[C:12]([C:32]3[CH:40]=[CH:39][CH:38]=[C:37]4[C:33]=3[CH:34]=[CH:35][NH:36]4)[N:11]=[CH:10][C:9]1=2)[C:2]1[CH:7]=[CH:6][CH:5]=[CH:4][CH:3]=1. The yield is 0.320. (2) The reactants are C1(C2C=CC=CC=2)C=CC=CC=1.[Cl:13][C:14]1[C:19]([S:20]([N:23]([CH2:25][CH2:26][N:27]([CH2:30][CH3:31])[CH2:28][CH3:29])[CH3:24])(=[O:22])=[O:21])=[C:18]([OH:32])[C:17]([NH:33][C:34]2[C:37](=[O:38])[C:36](=[O:39])[C:35]=2Cl)=[CH:16][CH:15]=1.[Cl:41][C:42]1[CH:48]=[CH:47][CH:46]=[CH:45][C:43]=1[NH2:44]. The catalyst is CN(C=O)C. The product is [Cl:13][C:14]1[C:19]([S:20]([N:23]([CH2:25][CH2:26][N:27]([CH2:28][CH3:29])[CH2:30][CH3:31])[CH3:24])(=[O:21])=[O:22])=[C:18]([OH:32])[C:17]([NH:33][C:34]2[C:37](=[O:38])[C:36](=[O:39])[C:35]=2[NH:44][C:43]2[CH:45]=[CH:46][CH:47]=[CH:48][C:42]=2[Cl:41])=[CH:16][CH:15]=1. The yield is 0.170.